The task is: Predict which catalyst facilitates the given reaction.. This data is from Catalyst prediction with 721,799 reactions and 888 catalyst types from USPTO. Reactant: [CH3:1][C:2]1[CH:3]=[C:4]([C:19]2[CH:20]=[CH:21][C:22]([CH2:25][C:26]([OH:28])=O)=[N:23][CH:24]=2)[CH:5]=[C:6]([NH:8][C:9]2[N:14]=[C:13]([C:15]([F:18])([F:17])[F:16])[CH:12]=[CH:11][N:10]=2)[CH:7]=1.[CH3:29][NH:30][CH3:31].C(Cl)CCl.C1C=CC2N(O)N=NC=2C=1.CCN(C(C)C)C(C)C. Product: [CH3:29][N:30]([CH3:31])[C:26](=[O:28])[CH2:25][C:22]1[CH:21]=[CH:20][C:19]([C:4]2[CH:5]=[C:6]([NH:8][C:9]3[N:14]=[C:13]([C:15]([F:17])([F:16])[F:18])[CH:12]=[CH:11][N:10]=3)[CH:7]=[C:2]([CH3:1])[CH:3]=2)=[CH:24][N:23]=1. The catalyst class is: 12.